Dataset: Forward reaction prediction with 1.9M reactions from USPTO patents (1976-2016). Task: Predict the product of the given reaction. (1) Given the reactants [CH2:1]([N:3]([CH2:30][CH3:31])[CH2:4][CH2:5][NH:6][C:7]([C:9]1[C:17]2[CH2:16][CH2:15][CH2:14]/[C:13](=[C:18]3/[C:19](=[O:28])[NH:20][C:21]4[C:26]/3=[CH:25][C:24]([F:27])=[CH:23][CH:22]=4)/[C:12]=2[NH:11][C:10]=1[CH3:29])=[O:8])[CH3:2].C(#N)C.[C:35]([OH:47])(=[O:46])[CH2:36][C:37]([CH2:42][C:43]([OH:45])=[O:44])([C:39]([OH:41])=[O:40])[OH:38], predict the reaction product. The product is: [C:35]([OH:47])(=[O:46])[CH2:36][C:37]([CH2:42][C:43]([OH:45])=[O:44])([C:39]([OH:41])=[O:40])[OH:38].[CH2:30]([N:3]([CH2:1][CH3:2])[CH2:4][CH2:5][NH:6][C:7]([C:9]1[C:17]2[CH2:16][CH2:15][CH2:14]/[C:13](=[C:18]3/[C:19](=[O:28])[NH:20][C:21]4[C:26]/3=[CH:25][C:24]([F:27])=[CH:23][CH:22]=4)/[C:12]=2[NH:11][C:10]=1[CH3:29])=[O:8])[CH3:31]. (2) The product is: [NH2:35][C:30]1[C:29]2[C:33](=[CH:34][C:26]([CH2:25][NH:24][C:4](=[O:23])[CH:5]([O:20][CH2:21][CH3:22])[N:6]3[CH:11]=[CH:10][CH:9]=[C:8]([NH:12][C:13]4[CH:14]=[CH:15][CH:16]=[CH:17][CH:18]=4)[C:7]3=[O:19])=[CH:27][CH:28]=2)[NH:32][N:31]=1. Given the reactants C(O[C:4](=[O:23])[CH:5]([O:20][CH2:21][CH3:22])[N:6]1[CH:11]=[CH:10][CH:9]=[C:8]([NH:12][C:13]2[CH:18]=[CH:17][CH:16]=[CH:15][CH:14]=2)[C:7]1=[O:19])C.[NH2:24][CH2:25][C:26]1[CH:34]=[C:33]2[C:29]([C:30]([NH2:35])=[N:31][NH:32]2)=[CH:28][CH:27]=1, predict the reaction product. (3) The product is: [O:19]1[CH:20]=[CH:21][CH:22]=[C:18]1[C:5]1[N:6]=[C:7]([NH:9][C:10]([C:12]2[CH:17]=[CH:16][N:15]=[CH:14][CH:13]=2)=[O:11])[S:8][C:4]=1[C:1]([N:23]1[CH2:28][CH2:27][O:26][CH2:25][CH2:24]1)=[O:3]. Given the reactants [C:1]([C:4]1[S:8][C:7]([NH:9][C:10]([C:12]2[CH:17]=[CH:16][N:15]=[CH:14][CH:13]=2)=[O:11])=[N:6][C:5]=1[C:18]1[O:19][CH:20]=[CH:21][CH:22]=1)([OH:3])=O.[NH:23]1[CH2:28][CH2:27][O:26][CH2:25][CH2:24]1.CCN=C=NCCCN(C)C.Cl.O.ON1C2C=CC=CC=2N=N1.C(N(CC)CC)C, predict the reaction product. (4) Given the reactants [C:1]([C:5]1[CH:10]=[CH:9][C:8]([N:11]2[C:15](=[O:16])[C:14]([CH3:18])([CH3:17])[N:13]([CH2:19][C:20]3[CH:25]=[CH:24][N:23]=[C:22](S(C)(=O)=O)[N:21]=3)[C:12]2=[O:30])=[CH:7][CH:6]=1)([CH3:4])([CH3:3])[CH3:2].[NH3:31], predict the reaction product. The product is: [NH2:31][C:22]1[N:21]=[C:20]([CH2:19][N:13]2[C:14]([CH3:18])([CH3:17])[C:15](=[O:16])[N:11]([C:8]3[CH:9]=[CH:10][C:5]([C:1]([CH3:3])([CH3:2])[CH3:4])=[CH:6][CH:7]=3)[C:12]2=[O:30])[CH:25]=[CH:24][N:23]=1. (5) Given the reactants CC[CH2:3][C:4]1[S:8][C:7]([NH:9]C(CN(C)C)=O)=[N:6][N:5]=1.F[C:17](F)(F)[C:18]([NH2:20])=O.[C:23](OI(C1C=CC=CC=1)OC(=O)C)(=O)[CH3:24].[C:38]([O-:41])([O-])=O.[K+].[K+].[CH2:44](Cl)Cl, predict the reaction product. The product is: [CH3:17][CH2:18][N:20]([CH2:44][C:38]([NH:9][C:7]1[S:8][C:4]([CH3:3])=[N:5][N:6]=1)=[O:41])[CH2:23][CH3:24].